From a dataset of NCI-60 drug combinations with 297,098 pairs across 59 cell lines. Regression. Given two drug SMILES strings and cell line genomic features, predict the synergy score measuring deviation from expected non-interaction effect. (1) Drug 1: CC12CCC(CC1=CCC3C2CCC4(C3CC=C4C5=CN=CC=C5)C)O. Drug 2: CC12CCC3C(C1CCC2O)C(CC4=C3C=CC(=C4)O)CCCCCCCCCS(=O)CCCC(C(F)(F)F)(F)F. Cell line: HCT-15. Synergy scores: CSS=10.8, Synergy_ZIP=-2.79, Synergy_Bliss=1.34, Synergy_Loewe=-1.18, Synergy_HSA=-0.289. (2) Drug 1: CC1=C2C(C(=O)C3(C(CC4C(C3C(C(C2(C)C)(CC1OC(=O)C(C(C5=CC=CC=C5)NC(=O)OC(C)(C)C)O)O)OC(=O)C6=CC=CC=C6)(CO4)OC(=O)C)O)C)O. Drug 2: C(CN)CNCCSP(=O)(O)O. Cell line: NCI-H460. Synergy scores: CSS=13.8, Synergy_ZIP=22.5, Synergy_Bliss=21.2, Synergy_Loewe=23.1, Synergy_HSA=19.9.